From a dataset of Peptide-MHC class I binding affinity with 185,985 pairs from IEDB/IMGT. Regression. Given a peptide amino acid sequence and an MHC pseudo amino acid sequence, predict their binding affinity value. This is MHC class I binding data. (1) The peptide sequence is TMLYNKMEF. The MHC is HLA-A03:01 with pseudo-sequence HLA-A03:01. The binding affinity (normalized) is 0.0847. (2) The peptide sequence is FVRSSPANF. The MHC is HLA-A31:01 with pseudo-sequence HLA-A31:01. The binding affinity (normalized) is 0.0847. (3) The peptide sequence is STDTRHIPQ. The MHC is HLA-B35:01 with pseudo-sequence HLA-B35:01. The binding affinity (normalized) is 0.0847. (4) The peptide sequence is TPQVPLRPM. The MHC is HLA-B42:02 with pseudo-sequence YHSEYRNIYAQTDESNLYLSYNYYTWAVDAYTWY. The binding affinity (normalized) is 0.703. (5) The peptide sequence is RQVLFLEKI. The MHC is Mamu-A07 with pseudo-sequence Mamu-A07. The binding affinity (normalized) is 0. (6) The MHC is HLA-A03:01 with pseudo-sequence HLA-A03:01. The binding affinity (normalized) is 0.0847. The peptide sequence is FEFILRYGD. (7) The peptide sequence is RIKTRLFTI. The MHC is HLA-B15:17 with pseudo-sequence HLA-B15:17. The binding affinity (normalized) is 0.0847.